The task is: Regression. Given a peptide amino acid sequence and an MHC pseudo amino acid sequence, predict their binding affinity value. This is MHC class I binding data.. This data is from Peptide-MHC class I binding affinity with 185,985 pairs from IEDB/IMGT. (1) The peptide sequence is YQFPTAFEF. The MHC is Mamu-B3901 with pseudo-sequence Mamu-B3901. The binding affinity (normalized) is 0.455. (2) The peptide sequence is TAIKEVVMAY. The MHC is HLA-A03:01 with pseudo-sequence HLA-A03:01. The binding affinity (normalized) is 0.224.